From a dataset of Full USPTO retrosynthesis dataset with 1.9M reactions from patents (1976-2016). Predict the reactants needed to synthesize the given product. Given the product [CH2:7]([N:14]1[CH2:18][CH2:17][C:16]([C:20]2[C:28]3[C:23](=[CH:24][CH:25]=[CH:26][CH:27]=3)[NH:22][CH:21]=2)([CH2:29][C:30]2[CH:35]=[CH:34][CH:33]=[CH:32][CH:31]=2)[CH2:15]1)[C:8]1[CH:9]=[CH:10][CH:11]=[CH:12][CH:13]=1, predict the reactants needed to synthesize it. The reactants are: [H-].[Al+3].[Li+].[H-].[H-].[H-].[CH2:7]([N:14]1[C:18](=O)[CH2:17][C:16]([CH2:29][C:30]2[CH:35]=[CH:34][CH:33]=[CH:32][CH:31]=2)([C:20]2[C:28]3[C:23](=[CH:24][CH:25]=[CH:26][CH:27]=3)[NH:22][CH:21]=2)[C:15]1=O)[C:8]1[CH:13]=[CH:12][CH:11]=[CH:10][CH:9]=1.